Dataset: Forward reaction prediction with 1.9M reactions from USPTO patents (1976-2016). Task: Predict the product of the given reaction. (1) Given the reactants C([O:4][CH2:5][C:6]1[N:10]([C:11]2[CH:16]=[C:15]([C:17]([F:20])([F:19])[F:18])[C:14]([C:21]#[N:22])=[CH:13][C:12]=2[CH3:23])[N:9]=[N:8][N:7]=1)(=O)C.O.[OH-].[Li+], predict the reaction product. The product is: [OH:4][CH2:5][C:6]1[N:10]([C:11]2[C:12]([CH3:23])=[CH:13][C:14]([C:21]#[N:22])=[C:15]([C:17]([F:20])([F:19])[F:18])[CH:16]=2)[N:9]=[N:8][N:7]=1. (2) The product is: [NH2:39][CH2:37][CH2:25][N:2]([CH3:1])[C:3]([N:5]1[CH:9]([C:10]2[CH:11]=[CH:12][CH:13]=[CH:14][CH:15]=2)[CH:8]2[CH2:16][O:17][C:18]3[CH:19]=[CH:20][C:21]([F:24])=[CH:22][C:23]=3[C:7]2=[N:6]1)=[O:4]. Given the reactants [CH3:1][N:2]([CH:25]1CCN(C)CC1)[C:3]([N:5]1[CH:9]([C:10]2[CH:15]=[CH:14][CH:13]=[CH:12][CH:11]=2)[CH:8]2[CH2:16][O:17][C:18]3[CH:19]=[CH:20][C:21]([F:24])=[CH:22][C:23]=3[C:7]2=[N:6]1)=[O:4].C(O[C:37]([NH:39]CCNC)=O)(C)(C)C, predict the reaction product. (3) Given the reactants O=[C:2]([CH2:8][CH3:9])[CH2:3][C:4]([O:6][CH3:7])=[O:5].CC1(C)O[C:15](=[O:17])[CH2:14][C:13](=O)O1.C([O-])(=O)C.[NH4+:24].[CH3:25][CH:26]([CH3:30])[CH2:27]C=O, predict the reaction product. The product is: [CH2:8]([C:2]1[NH:24][C:15](=[O:17])[CH2:14][CH:13]([CH2:25][CH:26]([CH3:30])[CH3:27])[C:3]=1[C:4]([O:6][CH3:7])=[O:5])[CH3:9]. (4) Given the reactants [F:1][C:2]1[CH:7]=[CH:6][CH:5]=[C:4]([F:8])[C:3]=1[N:9]1[C:17]2[CH:16]=[CH:15][N:14]=[C:13]([O:18][CH3:19])[C:12]=2[C:11]([C:20]2[CH:25]=[CH:24][C:23]([CH:26]3[CH2:31][CH2:30][NH:29][CH2:28][C:27]3([F:33])[F:32])=[CH:22][CH:21]=2)=[N:10]1.C(N(CC)CC)C.[C:41](OC(=O)C)(=[O:43])[CH3:42], predict the reaction product. The product is: [F:1][C:2]1[CH:7]=[CH:6][CH:5]=[C:4]([F:8])[C:3]=1[N:9]1[C:17]2[CH:16]=[CH:15][N:14]=[C:13]([O:18][CH3:19])[C:12]=2[C:11]([C:20]2[CH:21]=[CH:22][C:23]([CH:26]3[CH2:31][CH2:30][N:29]([C:41](=[O:43])[CH3:42])[CH2:28][C:27]3([F:32])[F:33])=[CH:24][CH:25]=2)=[N:10]1. (5) The product is: [C:16]([O:15][C:13](=[O:14])[CH2:12][O:1][C:2]1[CH:7]=[CH:6][CH:5]=[CH:4][C:3]=1[CH2:8][C:9]#[N:10])([CH3:19])([CH3:18])[CH3:17]. Given the reactants [OH:1][C:2]1[CH:7]=[CH:6][CH:5]=[CH:4][C:3]=1[CH2:8][C:9]#[N:10].Br[CH2:12][C:13]([O:15][C:16]([CH3:19])([CH3:18])[CH3:17])=[O:14].CN(C=O)C.C(=O)([O-])[O-].[K+].[K+], predict the reaction product. (6) Given the reactants C(N(CC)CC)C.[NH2:8][C:9]1[CH:14]=[CH:13][CH:12]=[CH:11][N:10]=1.[CH2:15]([O:22][C:23]([C:25]1([C:56](Cl)=[O:57])[CH2:30][CH2:29][N:28]([CH2:31][C:32]2[CH:37]=[CH:36][C:35]([C:38]3[N:42]=[C:41]([C:43]4[CH:48]=[CH:47][C:46]([C:49]5[CH:54]=[CH:53][CH:52]=[CH:51][CH:50]=5)=[C:45]([F:55])[CH:44]=4)[O:40][N:39]=3)=[CH:34][CH:33]=2)[CH2:27][CH2:26]1)=[O:24])[C:16]1[CH:21]=[CH:20][CH:19]=[CH:18][CH:17]=1.O, predict the reaction product. The product is: [CH2:15]([O:22][C:23]([C:25]1([C:56](=[O:57])[NH:8][C:9]2[CH:14]=[CH:13][CH:12]=[CH:11][N:10]=2)[CH2:26][CH2:27][N:28]([CH2:31][C:32]2[CH:37]=[CH:36][C:35]([C:38]3[N:42]=[C:41]([C:43]4[CH:48]=[CH:47][C:46]([C:49]5[CH:50]=[CH:51][CH:52]=[CH:53][CH:54]=5)=[C:45]([F:55])[CH:44]=4)[O:40][N:39]=3)=[CH:34][CH:33]=2)[CH2:29][CH2:30]1)=[O:24])[C:16]1[CH:17]=[CH:18][CH:19]=[CH:20][CH:21]=1. (7) Given the reactants O[C:2]12[CH2:11][CH:6]3[CH2:7][CH:8]([CH2:10][CH:4]([CH:5]3[N:12]3[C:16]4=[C:17]5[CH:23]=[CH:22][NH:21][C:18]5=[N:19][CH:20]=[C:15]4[NH:14][C:13]3=[O:24])[CH2:3]1)[CH2:9]2.C(S(F)(F)([F:31])(CC)N)C.C(=O)([O-])O.[Na+].C(OCC)(=O)C, predict the reaction product. The product is: [F:31][C:2]12[CH2:11][CH:6]3[CH2:7][CH:8]([CH2:10][CH:4]([CH:5]3[N:12]3[C:16]4=[C:17]5[CH:23]=[CH:22][NH:21][C:18]5=[N:19][CH:20]=[C:15]4[NH:14][C:13]3=[O:24])[CH2:3]1)[CH2:9]2. (8) The product is: [CH3:1][O:2][C:3]([C:7]1[S:8][CH:9]=[C:10]([CH2:12][OH:13])[N:11]=1)([O:5][CH3:6])[CH3:4]. Given the reactants [CH3:1][O:2][C:3]([C:7]1[S:8][CH:9]=[C:10]([CH:12]=[O:13])[N:11]=1)([O:5][CH3:6])[CH3:4].[BH4-].[Na+].[NH4+].[Cl-], predict the reaction product.